This data is from Catalyst prediction with 721,799 reactions and 888 catalyst types from USPTO. The task is: Predict which catalyst facilitates the given reaction. (1) Reactant: [CH:1]([Mg]Br)=[CH2:2].[Cl:5][C:6]1[CH:19]=[C:18]([CH3:20])[C:17]([N+:21]([O-])=O)=[CH:16][C:7]=1[CH2:8][O:9][CH:10]1[CH2:15][CH2:14][CH2:13][CH2:12][O:11]1. Product: [Cl:5][C:6]1[C:7]([CH2:8][O:9][CH:10]2[CH2:15][CH2:14][CH2:13][CH2:12][O:11]2)=[C:16]2[C:17](=[C:18]([CH3:20])[CH:19]=1)[NH:21][CH:2]=[CH:1]2. The catalyst class is: 1. (2) Reactant: [Br:1][C:2]1[CH:11]=[CH:10][C:5]([C:6]([O:8][CH3:9])=[O:7])=[C:4](I)[CH:3]=1.[Cu](C#N)[C:14]#[N:15].[Cl-].[NH4+].N. Product: [Br:1][C:2]1[CH:11]=[CH:10][C:5]([C:6]([O:8][CH3:9])=[O:7])=[C:4]([C:14]#[N:15])[CH:3]=1. The catalyst class is: 60. (3) Reactant: [Cl:1][C:2]1[C:3]2[CH:12]=[CH:11][CH:10]=[CH:9][C:4]=2[S:5][C:6]=1[CH:7]=O.[CH3:13][O:14][C:15](=[O:36])[CH:16]=P(C1C=CC=CC=1)(C1C=CC=CC=1)C1C=CC=CC=1.C([O-])(O)=O.[Na+]. Product: [CH3:13][O:14][C:15](=[O:36])/[CH:16]=[CH:7]/[C:6]1[S:5][C:4]2[CH:9]=[CH:10][CH:11]=[CH:12][C:3]=2[C:2]=1[Cl:1]. The catalyst class is: 11. (4) Reactant: [CH2:1]([SiH:3]([CH2:6][CH3:7])[CH2:4][CH3:5])[CH3:2].C(OC=C)(=[O:10])C.[CH:14]([Si:16]([CH2:21][CH3:22])([CH2:19][CH3:20])[CH2:17][CH3:18])=[CH2:15]. Product: [CH2:14]([Si:16]([CH2:21][CH3:22])([CH2:19][CH3:20])[CH2:17][CH3:18])[CH3:15].[CH2:1]([Si:3]([CH2:6][CH3:7])([CH2:4][CH3:5])[OH:10])[CH3:2]. The catalyst class is: 11.